From a dataset of Reaction yield outcomes from USPTO patents with 853,638 reactions. Predict the reaction yield, written as a fraction of the theoretical maximum amount of product (1.0 means a 100% yield; for example, 0.34 means a 34% yield). (1) The reactants are [CH2:1]([C:5]1[N:10]2[N:11]=[CH:12][N:13]=[C:9]2[NH:8][C:7](=[O:14])[C:6]=1[CH2:15][C:16]1[CH:21]=[CH:20][C:19]([C:22]2[C:23]([C:28]#[N:29])=[CH:24][CH:25]=[CH:26][CH:27]=2)=[CH:18][CH:17]=1)[CH2:2][CH2:3][CH3:4].[CH3:30][CH:31]([O:33][C:34]1[CH:39]=[CH:38][C:37](B(O)O)=[CH:36][CH:35]=1)[CH3:32].C(N(CC)CC)C.N1C=CC=CC=1. The catalyst is ClCCl.C(OCC)(=O)C.C([O-])(=O)C.[Cu+2].C([O-])(=O)C. The product is [CH3:30][CH:31]([O:33][C:34]1[CH:39]=[CH:38][C:37]([N:8]2[C:7](=[O:14])[C:6]([CH2:15][C:16]3[CH:21]=[CH:20][C:19]([C:22]4[C:23]([C:28]#[N:29])=[CH:24][CH:25]=[CH:26][CH:27]=4)=[CH:18][CH:17]=3)=[C:5]([CH2:1][CH2:2][CH2:3][CH3:4])[N:10]3[N:11]=[CH:12][N:13]=[C:9]23)=[CH:36][CH:35]=1)[CH3:32]. The yield is 1.00. (2) The yield is 0.310. The product is [F:18][C:7]1[CH:9]=[C:3]([O:2][CH3:1])[CH:4]=[CH:5][C:6]=1[CH3:10]. The reactants are [CH3:1][O:2][C:3]1[CH:4]=[CH:5][C:6]([CH3:10])=[C:7]([CH:9]=1)N.Cl.N([O-])=O.[Na+].[H+].[B-](F)(F)(F)[F:18]. The catalyst is O.